From a dataset of Full USPTO retrosynthesis dataset with 1.9M reactions from patents (1976-2016). Predict the reactants needed to synthesize the given product. (1) Given the product [OH:8][C:9]1[CH:10]=[CH:11][C:12]([C:15]2[O:19][C:18]([CH3:20])([CH3:21])[C:17](=[O:22])[C:16]=2[C:23]2[CH:28]=[CH:27][N:26]=[CH:25][CH:24]=2)=[CH:13][CH:14]=1, predict the reactants needed to synthesize it. The reactants are: C([O:8][C:9]1[CH:14]=[CH:13][C:12]([C:15]2[O:19][C:18]([CH3:21])([CH3:20])[C:17](=[O:22])[C:16]=2[C:23]2[CH:28]=[CH:27][N:26]=[CH:25][CH:24]=2)=[CH:11][CH:10]=1)C1C=CC=CC=1. (2) Given the product [NH2:12][C:8]1[C:9]2[C:4](=[CH:3][C:2]([C:13]#[N:14])=[CH:11][CH:10]=2)[CH:5]=[CH:6][N:7]=1, predict the reactants needed to synthesize it. The reactants are: Br[C:2]1[CH:3]=[C:4]2[C:9](=[CH:10][CH:11]=1)[C:8]([NH2:12])=[N:7][CH:6]=[CH:5]2.[CH3:13][N:14](C=O)C. (3) Given the product [Br:15][CH2:1][C:2]1[C:11]([N+:12]([O-:14])=[O:13])=[CH:10][CH:9]=[CH:8][C:3]=1[C:4]([O:6][CH3:7])=[O:5], predict the reactants needed to synthesize it. The reactants are: [CH3:1][C:2]1[C:11]([N+:12]([O-:14])=[O:13])=[CH:10][CH:9]=[CH:8][C:3]=1[C:4]([O:6][CH3:7])=[O:5].[Br:15]N1C(=O)CCC1=O. (4) Given the product [ClH:1].[ClH:1].[B:20]([CH2:19][CH2:18][CH2:17][CH2:16][C:10]([CH2:9][CH2:8][CH2:7][NH:6][CH2:5][C:4]1[CH:34]=[CH:35][C:36]([Cl:37])=[C:2]([Cl:1])[CH:3]=1)([NH:29][CH3:30])[C:11]([OH:13])=[O:12])([OH:24])[OH:21], predict the reactants needed to synthesize it. The reactants are: [Cl:1][C:2]1[CH:3]=[C:4]([CH:34]=[CH:35][C:36]=1[Cl:37])[CH2:5][NH:6][CH2:7][CH2:8][CH2:9][C:10]([N:29](C)[C:30](=O)C)([CH2:16][CH2:17][CH2:18][CH2:19][B:20]1[O:24]C(C)(C)C(C)(C)[O:21]1)[C:11]([O:13]CC)=[O:12]. (5) Given the product [CH3:1][N:2]1[CH:6]=[CH:5][C:4]([NH:7][C:8]([C:10]2[CH:15]=[C:14]([C:27]3[CH:32]=[CH:31][N:30]=[C:29]([CH3:33])[CH:28]=3)[CH:13]=[C:12]([CH3:25])[N:11]=2)=[O:9])=[N:3]1, predict the reactants needed to synthesize it. The reactants are: [CH3:1][N:2]1[CH:6]=[CH:5][C:4]([NH:7][C:8]([C:10]2[CH:15]=[C:14](B3OC(C)(C)C(C)(C)O3)[CH:13]=[C:12]([CH3:25])[N:11]=2)=[O:9])=[N:3]1.Br[C:27]1[CH:32]=[CH:31][N:30]=[C:29]([CH3:33])[CH:28]=1. (6) Given the product [CH:10]1[C:11]2[CH:12]([CH2:14][O:15][C:16]([NH:18][C@H:19]([C:34]([N:36]3[C@H:40]([C:41](=[O:53])[NH:42][C@H:43]4[C:52]5[C:47](=[CH:48][CH:49]=[CH:50][CH:51]=5)[CH2:46][CH2:45][CH2:44]4)[CH2:39][Si:38]([CH3:54])([CH3:55])[CH2:37]3)=[O:35])[CH2:20][C:21]3[CH:33]=[CH:32][C:24]([C:25]([OH:27])=[O:26])=[CH:23][CH:22]=3)=[O:17])[C:13]3[C:5](=[CH:4][CH:3]=[CH:2][CH:1]=3)[C:6]=2[CH:7]=[CH:8][CH:9]=1, predict the reactants needed to synthesize it. The reactants are: [CH:1]1[C:13]2[CH:12]([CH2:14][O:15][C:16]([NH:18][C@H:19]([C:34]([N:36]3[C@H:40]([C:41](=[O:53])[NH:42][C@H:43]4[C:52]5[C:47](=[CH:48][CH:49]=[CH:50][CH:51]=5)[CH2:46][CH2:45][CH2:44]4)[CH2:39][Si:38]([CH3:55])([CH3:54])[CH2:37]3)=[O:35])[CH2:20][C:21]3[CH:33]=[CH:32][C:24]([C:25]([O:27]C(C)(C)C)=[O:26])=[CH:23][CH:22]=3)=[O:17])[C:11]3[C:6](=[CH:7][CH:8]=[CH:9][CH:10]=3)[C:5]=2[CH:4]=[CH:3][CH:2]=1.C(O)(C(F)(F)F)=O. (7) The reactants are: [H-].[Na+].[CH3:3][O:4][CH2:5][CH2:6][OH:7].[F:8][C:9]1[CH:10]=[C:11]([CH:24]=[CH:25][CH:26]=1)[CH2:12][NH:13][C:14]([NH:16][C:17]1[S:21][N:20]=[C:19]([CH2:22]Cl)[N:18]=1)=[O:15].ClCCl. Given the product [F:8][C:9]1[CH:10]=[C:11]([CH:24]=[CH:25][CH:26]=1)[CH2:12][NH:13][C:14]([NH:16][C:17]1[S:21][N:20]=[C:19]([CH2:22][O:7][CH2:6][CH2:5][O:4][CH3:3])[N:18]=1)=[O:15], predict the reactants needed to synthesize it.